Dataset: Forward reaction prediction with 1.9M reactions from USPTO patents (1976-2016). Task: Predict the product of the given reaction. (1) The product is: [C:41]([CH2:40][N:8]([CH2:10][C:11]1[S:15][CH:14]=[C:13]([C:16]2[CH:17]=[C:18]3[C:22](=[C:23]([C:25]([NH2:27])=[O:26])[CH:24]=2)[NH:21][CH:20]=[C:19]3[CH:28]2[CH2:33][CH2:32][N:31]([S:34]([CH2:37][CH3:38])(=[O:35])=[O:36])[CH2:30][CH2:29]2)[CH:12]=1)[CH3:9])#[N:42]. Given the reactants CC1C(C[N:8]([CH2:10][C:11]2[S:15][CH:14]=[C:13]([C:16]3[CH:17]=[C:18]4[C:22](=[C:23]([C:25]([NH2:27])=[O:26])[CH:24]=3)[NH:21][CH:20]=[C:19]4[CH:28]3[CH2:33][CH2:32][N:31]([S:34]([CH2:37][CH3:38])(=[O:36])=[O:35])[CH2:30][CH2:29]3)[CH:12]=2)[CH3:9])=C(C)NN=1.[CH3:40][C:41]1C(CNC)=C(C)N[N:42]=1, predict the reaction product. (2) Given the reactants [OH:1][S:2]([OH:5])(=[O:4])=[O:3].[CH2:6]([NH:9][C:10]1[N:15]=[C:14]([NH:16][CH2:17][CH2:18][CH3:19])[N:13]=[C:12](O)[N:11]=1)[CH2:7][CH3:8], predict the reaction product. The product is: [S:2]([O:5][C:12]1[N:13]=[C:14]([NH:16][CH2:17][CH2:18][CH3:19])[N:15]=[C:10]([NH:9][CH2:6][CH2:7][CH3:8])[N:11]=1)([OH:1])(=[O:4])=[O:3]. (3) Given the reactants [CH3:1][C:2]1([NH:21][C:22]2[CH:27]=N[C:25]([C:28]([F:31])([F:30])[F:29])=[CH:24][N:23]=2)[CH2:6][CH2:5][CH2:4][CH:3]1[NH:7][C:8](=[O:20])[C:9]1[CH:14]=[CH:13][CH:12]=[CH:11][C:10]=1[N:15]1[N:19]=[CH:18][CH:17]=[N:16]1.Cl.N[C:34]1(C)CCCC1NC(=O)C1C=CC=CC=1N1N=CC=N1.ClC1C=CC(C(F)(F)F)=CN=1, predict the reaction product. The product is: [CH3:1][C:2]1([NH:21][C:22]2[CH:27]=[CH:34][C:25]([C:28]([F:29])([F:30])[F:31])=[CH:24][N:23]=2)[CH2:6][CH2:5][CH2:4][CH:3]1[NH:7][C:8](=[O:20])[C:9]1[CH:14]=[CH:13][CH:12]=[CH:11][C:10]=1[N:15]1[N:16]=[CH:17][CH:18]=[N:19]1. (4) Given the reactants [C:1]1([S:7]([N:10]2[C:18]3[C:13](=[CH:14][C:15]([CH2:19][OH:20])=[CH:16][CH:17]=3)[CH2:12][CH2:11]2)(=[O:9])=[O:8])[CH:6]=[CH:5][CH:4]=[CH:3][CH:2]=1.C1C=C[NH+]=CC=1.C1C=C[NH+]=CC=1.[O-][Cr](O[Cr]([O-])(=O)=O)(=O)=O, predict the reaction product. The product is: [C:1]1([S:7]([N:10]2[C:18]3[C:13](=[CH:14][C:15]([CH:19]=[O:20])=[CH:16][CH:17]=3)[CH2:12][CH2:11]2)(=[O:8])=[O:9])[CH:2]=[CH:3][CH:4]=[CH:5][CH:6]=1. (5) Given the reactants [F:1][C:2]1[CH:3]=[C:4]([CH:26]=[C:27]([F:30])[C:28]=1[F:29])[C:5]([NH:7][C@H:8]1[CH2:13][CH2:12][C@@H:11]([NH:14][C:15]2[CH:20]=[C:19]([N+:21]([O-])=O)[C:18]([CH3:24])=[CH:17][N+:16]=2[O-])[CH2:10][CH2:9]1)=[O:6], predict the reaction product. The product is: [NH2:21][C:19]1[C:18]([CH3:24])=[CH:17][N:16]=[C:15]([NH:14][C@@H:11]2[CH2:10][CH2:9][C@H:8]([NH:7][C:5](=[O:6])[C:4]3[CH:26]=[C:27]([F:30])[C:28]([F:29])=[C:2]([F:1])[CH:3]=3)[CH2:13][CH2:12]2)[CH:20]=1. (6) The product is: [F:36][C:30]1[CH:31]=[CH:32][CH:33]=[C:34]([F:35])[C:29]=1[S:26]([NH:25][C:21]1[CH:22]=[CH:23][CH:24]=[C:19]([C:9]2[N:10]=[C:11]([N:13]3[CH2:18][CH2:17][O:16][CH2:15][CH2:14]3)[S:12][C:8]=2[C:6]2[CH:5]=[CH:4][N:3]=[C:2]([NH:48][CH:45]3[CH2:46][CH2:47][N:42]([S:39]([CH3:38])(=[O:41])=[O:40])[CH2:43][CH2:44]3)[N:7]=2)[C:20]=1[F:37])(=[O:28])=[O:27]. Given the reactants Cl[C:2]1[N:7]=[C:6]([C:8]2[S:12][C:11]([N:13]3[CH2:18][CH2:17][O:16][CH2:15][CH2:14]3)=[N:10][C:9]=2[C:19]2[C:20]([F:37])=[C:21]([NH:25][S:26]([C:29]3[C:34]([F:35])=[CH:33][CH:32]=[CH:31][C:30]=3[F:36])(=[O:28])=[O:27])[CH:22]=[CH:23][CH:24]=2)[CH:5]=[CH:4][N:3]=1.[CH3:38][S:39]([N:42]1[CH2:47][CH2:46][CH:45]([NH2:48])[CH2:44][CH2:43]1)(=[O:41])=[O:40], predict the reaction product.